This data is from Reaction yield outcomes from USPTO patents with 853,638 reactions. The task is: Predict the reaction yield, written as a fraction of the theoretical maximum amount of product (1.0 means a 100% yield; for example, 0.34 means a 34% yield). (1) The reactants are [Br:1][C:2]1[C:10]2[C:5](=[N:6][CH:7]=[CH:8][CH:9]=2)[S:4][CH:3]=1.C([Li])CCC.[CH2:16]([CH:18]([C:21]1[C:22]2[N:23]([C:28](I)=[C:29]([CH3:31])[N:30]=2)[N:24]=[C:25]([CH3:27])[CH:26]=1)[CH2:19][CH3:20])[CH3:17]. The catalyst is C1COCC1.CCCCCC.[Cl-].[Cl-].[Zn+2].C1C=CC(P(C2C=CC=CC=2)[C-]2C=CC=C2)=CC=1.C1C=CC(P(C2C=CC=CC=2)[C-]2C=CC=C2)=CC=1.Cl[Pd]Cl.[Fe+2]. The product is [Br:1][C:2]1[C:10]2[C:5](=[N:6][CH:7]=[CH:8][CH:9]=2)[S:4][C:3]=1[C:28]1[N:23]2[N:24]=[C:25]([CH3:27])[CH:26]=[C:21]([CH:18]([CH2:16][CH3:17])[CH2:19][CH3:20])[C:22]2=[N:30][C:29]=1[CH3:31]. The yield is 0.110. (2) The catalyst is O1CCOCC1.O.[Pd](Cl)Cl.C1(P(C2C=CC=CC=2)[C-]2C=CC=C2)C=CC=CC=1.[C-]1(P(C2C=CC=CC=2)C2C=CC=CC=2)C=CC=C1.[Fe+2]. The reactants are [CH:1]12[CH2:6][CH:4]([CH2:5]1)[CH2:3][N:2]2[C:7]1[CH:12]=[C:11]([N:13]2[CH2:18][C@@H:17]3[CH2:19][C@H:14]2[CH2:15][O:16]3)[CH:10]=[C:9](Cl)[N:8]=1.[F:21][CH:22]([F:40])[O:23][C:24]1[C:25]([NH2:39])=[N:26][CH:27]=[C:28](B2OC(C)(C)C(C)(C)O2)[CH:29]=1.C(=O)([O-])[O-].[K+].[K+]. The yield is 0.246. The product is [CH:4]12[CH2:6][CH:1]([CH2:5]1)[N:2]([C:7]1[N:8]=[C:9]([C:28]3[CH:29]=[C:24]([O:23][CH:22]([F:40])[F:21])[C:25]([NH2:39])=[N:26][CH:27]=3)[CH:10]=[C:11]([N:13]3[CH2:18][C@@H:17]4[CH2:19][C@H:14]3[CH2:15][O:16]4)[CH:12]=1)[CH2:3]2. (3) The reactants are CP(C)C.[CH3:5][O:6][C:7]1[CH:20]=[CH:19][C:10]([C:11](=N)[C:12]2[CH:17]=[CH:16][CH:15]=[CH:14]C=2)=[CH:9][CH:8]=1. The catalyst is [Ni].C/C(/[O-])=C/C(C)=O.C/C(/[O-])=C/C(C)=O.[Ni+2]. The product is [C:11]1([C:10]2[CH:9]=[CH:8][C:7]([O:6][CH3:5])=[CH:20][CH:19]=2)[CH:12]=[CH:17][CH:16]=[CH:15][CH:14]=1. The yield is 0.880. (4) The reactants are [N:1]1([C:10]2[CH:15]=[CH:14][C:13]([C:16]3[CH:21]=[CH:20][C:19]([CH:22]=O)=[CH:18][CH:17]=3)=[CH:12][CH:11]=2)[C:9]2[C:4](=[CH:5][CH:6]=[CH:7][CH:8]=2)[CH:3]=[CH:2]1.[NH2:24][C@H:25]([C:28]([OH:30])=[O:29])[CH2:26][SH:27]. The catalyst is C(O)C.O1CCOCC1. The product is [N:1]1([C:10]2[CH:15]=[CH:14][C:13]([C:16]3[CH:21]=[CH:20][C:19]([CH:22]4[NH:24][CH:25]([C:28]([OH:30])=[O:29])[CH2:26][S:27]4)=[CH:18][CH:17]=3)=[CH:12][CH:11]=2)[C:9]2[C:4](=[CH:5][CH:6]=[CH:7][CH:8]=2)[CH:3]=[CH:2]1. The yield is 0.450. (5) The reactants are [CH3:1][N:2]1[CH:11]=[CH:10][C:9]2[C:4](=[CH:5][CH:6]=[C:7]([CH3:12])[CH:8]=2)[C:3]1=[O:13].[Br:14]Br. The catalyst is C(O)(=O)C. The product is [Br:14][C:10]1[C:9]2[C:4](=[CH:5][CH:6]=[C:7]([CH3:12])[CH:8]=2)[C:3](=[O:13])[N:2]([CH3:1])[CH:11]=1. The yield is 0.829. (6) The reactants are CC1(C)C(C)(C)OB([C:9]2[CH:14]=[CH:13][C:12]([O:15][C:16]([N:18]3[CH:24]4[CH2:25][CH2:26][N:21]([CH2:22][CH2:23]4)[CH2:20][CH2:19]3)=[O:17])=[CH:11][CH:10]=2)O1.Br[C:29]1[CH:34]=[CH:33][CH:32]=[CH:31][CH:30]=1.P([O-])([O-])([O-])=O.[K+].[K+].[K+]. The catalyst is ClCCl.Cl[Pd]Cl.C1(P(C2C=CC=CC=2)[C-]2C=CC=C2)C=CC=CC=1.[C-]1(P(C2C=CC=CC=2)C2C=CC=CC=2)C=CC=C1.[Fe+2].C1(P(C2C=CC=CC=2)[C-]2C=CC=C2)C=CC=CC=1.[C-]1(P(C2C=CC=CC=2)C2C=CC=CC=2)C=CC=C1.[Fe+2]. The product is [C:9]1([C:29]2[CH:34]=[CH:33][CH:32]=[CH:31][CH:30]=2)[CH:10]=[CH:11][C:12]([O:15][C:16]([N:18]2[CH:24]3[CH2:23][CH2:22][N:21]([CH2:26][CH2:25]3)[CH2:20][CH2:19]2)=[O:17])=[CH:13][CH:14]=1. The yield is 0.630. (7) The reactants are Cl.[F:2][C:3]1[CH:8]=[CH:7][C:6]([S:9]([CH2:12][CH:13]2[CH2:16][NH:15][CH2:14]2)(=[O:11])=[O:10])=[CH:5][CH:4]=1.CCN(CC)CC.BrC1C=CC=CC=1[CH2:31][C:32]([C:34]1[CH:39]=[CH:38][C:37]([F:40])=[CH:36][CH:35]=1)=[O:33]. The catalyst is CC#N. The product is [F:40][C:37]1[CH:38]=[CH:39][C:34]([C:32](=[O:33])[CH2:31][N:15]2[CH2:16][CH:13]([CH2:12][S:9]([C:6]3[CH:7]=[CH:8][C:3]([F:2])=[CH:4][CH:5]=3)(=[O:11])=[O:10])[CH2:14]2)=[CH:35][CH:36]=1. The yield is 0.680.